From a dataset of Full USPTO retrosynthesis dataset with 1.9M reactions from patents (1976-2016). Predict the reactants needed to synthesize the given product. (1) Given the product [CH3:39][C:30]1[N:1]=[C:2]2[CH:7]=[C:6]([NH:8][C:9]([C:11]3[N:12]([CH2:21][C:22]4[CH:27]=[CH:26][CH:25]=[C:24]([F:28])[CH:23]=4)[C:13]4[C:18]([CH:19]=3)=[CH:17][C:16]([F:20])=[CH:15][CH:14]=4)=[O:10])[CH:5]=[CH:4][N:3]2[C:31]=1[C:33]1[CH:38]=[CH:37][CH:36]=[CH:35][CH:34]=1, predict the reactants needed to synthesize it. The reactants are: [NH2:1][C:2]1[CH:7]=[C:6]([NH:8][C:9]([C:11]2[N:12]([CH2:21][C:22]3[CH:27]=[CH:26][CH:25]=[C:24]([F:28])[CH:23]=3)[C:13]3[C:18]([CH:19]=2)=[CH:17][C:16]([F:20])=[CH:15][CH:14]=3)=[O:10])[CH:5]=[CH:4][N:3]=1.Br[CH:30]([CH3:39])[C:31]([C:33]1[CH:38]=[CH:37][CH:36]=[CH:35][CH:34]=1)=O. (2) Given the product [Br:1][C:2]1[C:6]2=[N:7][CH:8]=[CH:9][C:10]([O:11][CH3:12])=[C:5]2[S:4][C:3]=1[NH:37][C:29](=[O:28])[O:48][C:44]([CH3:47])([CH3:46])[CH3:45], predict the reactants needed to synthesize it. The reactants are: [Br:1][C:2]1[C:6]2=[N:7][CH:8]=[CH:9][C:10]([O:11][CH3:12])=[C:5]2[S:4][C:3]=1C(O)=O.C1C=CC(OP([O:28][C:29]2C=CC=CC=2)(N=[N+]=[N-])=O)=CC=1.CC[N:37](C(C)C)C(C)C.[C:44]([OH:48])([CH3:47])([CH3:46])[CH3:45]. (3) The reactants are: [CH3:1][N:2]1[C:10]2[C@@:9]3([CH3:14])[C:11]([CH3:13])([CH3:12])[C@H:6]([CH2:7][CH2:8]3)[C:5]=2[C:4](=[O:15])[NH:3]1.[CH3:16][O:17][C:18]1[CH:25]=[CH:24][C:21]([CH2:22]Br)=[CH:20][CH:19]=1. Given the product [CH3:16][O:17][C:18]1[CH:25]=[CH:24][C:21]([CH2:22][N:3]2[C:4](=[O:15])[C:5]3[C@@H:6]4[C:11]([CH3:12])([CH3:13])[C@@:9]([CH3:14])([CH2:8][CH2:7]4)[C:10]=3[N:2]2[CH3:1])=[CH:20][CH:19]=1, predict the reactants needed to synthesize it. (4) Given the product [F:1][C:2]1[CH:3]=[CH:4][C:5]2[N:6]([C:8]([CH2:18][C:20]3[N:21]([CH3:25])[CH:22]=[CH:23][N:24]=3)=[C:9]([C:11]3[CH:12]=[CH:13][C:14]([F:17])=[CH:15][CH:16]=3)[N:10]=2)[CH:7]=1, predict the reactants needed to synthesize it. The reactants are: [F:1][C:2]1[CH:3]=[CH:4][C:5]2[N:6]([C:8]([CH:18]([C:20]3[N:21]([CH3:25])[CH:22]=[CH:23][N:24]=3)O)=[C:9]([C:11]3[CH:16]=[CH:15][C:14]([F:17])=[CH:13][CH:12]=3)[N:10]=2)[CH:7]=1. (5) Given the product [CH2:3]([O:10][C:12]1[CH:19]=[CH:18][C:15]([CH:16]=[O:17])=[C:14]([Cl:20])[CH:13]=1)[C:4]1[CH:9]=[CH:8][CH:7]=[CH:6][CH:5]=1, predict the reactants needed to synthesize it. The reactants are: [H-].[Na+].[CH2:3]([OH:10])[C:4]1[CH:9]=[CH:8][CH:7]=[CH:6][CH:5]=1.F[C:12]1[CH:19]=[CH:18][C:15]([CH:16]=[O:17])=[C:14]([Cl:20])[CH:13]=1.